From a dataset of NCI-60 drug combinations with 297,098 pairs across 59 cell lines. Regression. Given two drug SMILES strings and cell line genomic features, predict the synergy score measuring deviation from expected non-interaction effect. (1) Drug 1: C1CCN(CC1)CCOC2=CC=C(C=C2)C(=O)C3=C(SC4=C3C=CC(=C4)O)C5=CC=C(C=C5)O. Drug 2: CCN(CC)CCNC(=O)C1=C(NC(=C1C)C=C2C3=C(C=CC(=C3)F)NC2=O)C. Cell line: MDA-MB-231. Synergy scores: CSS=-6.74, Synergy_ZIP=1.82, Synergy_Bliss=-3.32, Synergy_Loewe=-3.45, Synergy_HSA=-6.81. (2) Drug 1: C1=CN(C(=O)N=C1N)C2C(C(C(O2)CO)O)O.Cl. Drug 2: C1=NC(=NC(=O)N1C2C(C(C(O2)CO)O)O)N. Cell line: UACC62. Synergy scores: CSS=46.0, Synergy_ZIP=1.05, Synergy_Bliss=0.719, Synergy_Loewe=-0.563, Synergy_HSA=4.88. (3) Drug 1: CC(C1=C(C=CC(=C1Cl)F)Cl)OC2=C(N=CC(=C2)C3=CN(N=C3)C4CCNCC4)N. Drug 2: C1C(C(OC1N2C=C(C(=O)NC2=O)F)CO)O. Cell line: SK-MEL-2. Synergy scores: CSS=18.4, Synergy_ZIP=-5.10, Synergy_Bliss=-0.673, Synergy_Loewe=-14.4, Synergy_HSA=-1.29. (4) Drug 1: CCC1(CC2CC(C3=C(CCN(C2)C1)C4=CC=CC=C4N3)(C5=C(C=C6C(=C5)C78CCN9C7C(C=CC9)(C(C(C8N6C=O)(C(=O)OC)O)OC(=O)C)CC)OC)C(=O)OC)O.OS(=O)(=O)O. Drug 2: CCCCC(=O)OCC(=O)C1(CC(C2=C(C1)C(=C3C(=C2O)C(=O)C4=C(C3=O)C=CC=C4OC)O)OC5CC(C(C(O5)C)O)NC(=O)C(F)(F)F)O. Cell line: OVCAR-4. Synergy scores: CSS=38.2, Synergy_ZIP=-12.0, Synergy_Bliss=-1.96, Synergy_Loewe=-2.27, Synergy_HSA=-1.39. (5) Drug 2: CC1C(C(CC(O1)OC2CC(CC3=C2C(=C4C(=C3O)C(=O)C5=CC=CC=C5C4=O)O)(C(=O)C)O)N)O. Drug 1: CC1CCCC2(C(O2)CC(NC(=O)CC(C(C(=O)C(C1O)C)(C)C)O)C(=CC3=CSC(=N3)C)C)C. Cell line: KM12. Synergy scores: CSS=27.8, Synergy_ZIP=-1.32, Synergy_Bliss=-3.84, Synergy_Loewe=-3.36, Synergy_HSA=-3.18. (6) Drug 2: C1=CN(C(=O)N=C1N)C2C(C(C(O2)CO)O)O.Cl. Synergy scores: CSS=40.1, Synergy_ZIP=-2.49, Synergy_Bliss=-1.61, Synergy_Loewe=-64.3, Synergy_HSA=-4.76. Drug 1: CN(C)C1=NC(=NC(=N1)N(C)C)N(C)C. Cell line: HOP-62.